This data is from Forward reaction prediction with 1.9M reactions from USPTO patents (1976-2016). The task is: Predict the product of the given reaction. (1) Given the reactants [F:1][C:2]1[CH:7]=[C:6]([F:8])[CH:5]=[CH:4][C:3]=1[S:9]([NH:12][C:13]1[C:14]([O:28][CH3:29])=[N:15][CH:16]=[C:17](B2OC(C)(C)C(C)(C)O2)[CH:18]=1)(=[O:11])=[O:10].Br[C:31]1[CH:32]=[CH:33][C:34]2[N:35]([CH:37]=[CH:38][N:39]=2)N=1.[CH2:40](Cl)Cl.C([O-])([O-])=O.[Na+].[Na+].N#N, predict the reaction product. The product is: [F:1][C:2]1[CH:7]=[C:6]([F:8])[CH:5]=[CH:4][C:3]=1[S:9]([NH:12][C:13]1[C:14]([O:28][CH3:29])=[N:15][CH:16]=[C:17]([C:31]2[CH:32]=[CH:33][C:34]3[N:35]([CH:37]=[CH:38][N:39]=3)[CH:40]=2)[CH:18]=1)(=[O:10])=[O:11]. (2) Given the reactants Cl[C:2]1[C:11]2[C:6](=[CH:7][C:8]([O:30][CH3:31])=[C:9]([C:12]3[N:17]=[N:16][C:15]([N:18]([CH3:29])[CH:19]4[CH2:24][C:23]([CH3:26])([CH3:25])[NH:22][C:21]([CH3:28])([CH3:27])[CH2:20]4)=[CH:14][CH:13]=3)[CH:10]=2)[N:5]=[C:4]([CH3:32])[CH:3]=1.CC1(C)C(C)(C)OB([C:41]2[CH:42]=[N:43][N:44]([CH3:46])[CH:45]=2)O1.C(=O)([O-])[O-].[Cs+].[Cs+].N#N, predict the reaction product. The product is: [CH3:31][O:30][C:8]1[CH:7]=[C:6]2[C:11]([C:2]([C:41]3[CH:42]=[N:43][N:44]([CH3:46])[CH:45]=3)=[CH:3][C:4]([CH3:32])=[N:5]2)=[CH:10][C:9]=1[C:12]1[N:17]=[N:16][C:15]([N:18]([CH3:29])[CH:19]2[CH2:20][C:21]([CH3:28])([CH3:27])[NH:22][C:23]([CH3:25])([CH3:26])[CH2:24]2)=[CH:14][CH:13]=1. (3) The product is: [CH2:6]([C:8]1[CH:13]=[C:12]2[C:11](=[CH:10][CH:9]=1)[NH:14][C:15](=[O:20])[CH:16]=[C:17]2[CH3:18])[CH3:7]. Given the reactants S(=O)(=O)(O)O.[CH2:6]([C:8]1[CH:13]=[CH:12][C:11]([NH:14][C:15](=[O:20])[CH2:16][C:17](=O)[CH3:18])=[CH:10][CH:9]=1)[CH3:7], predict the reaction product. (4) Given the reactants [OH:1][CH2:2][CH:3]1[CH2:21][O:20][C:6]2([CH2:9][N:8]([C:10]([O:12][CH2:13][C:14]3[CH:19]=[CH:18][CH:17]=[CH:16][CH:15]=3)=[O:11])[CH2:7]2)[O:5][CH2:4]1.C(Cl)Cl.[CH3:25][S:26](Cl)(=[O:28])=[O:27], predict the reaction product. The product is: [CH3:25][S:26]([O:1][CH2:2][CH:3]1[CH2:21][O:20][C:6]2([CH2:9][N:8]([C:10]([O:12][CH2:13][C:14]3[CH:15]=[CH:16][CH:17]=[CH:18][CH:19]=3)=[O:11])[CH2:7]2)[O:5][CH2:4]1)(=[O:28])=[O:27]. (5) Given the reactants [F:1][C:2]1[C:7](B(O)O)=[CH:6][CH:5]=[CH:4][N:3]=1.C(=O)([O-])[O-].[Na+].[Na+].C(OC([N:24]([C:32]1[S:41][CH2:40][C@H:39]2[C@:34]([C:44]3[CH:49]=[C:48](Br)[CH:47]=[CH:46][C:45]=3[F:51])([CH2:35][O:36][C@@H:37]([CH2:42][F:43])[CH2:38]2)[N:33]=1)C(OC(C)(C)C)=O)=O)(C)(C)C, predict the reaction product. The product is: [F:51][C:45]1[CH:46]=[CH:47][C:48]([C:7]2[C:2]([F:1])=[N:3][CH:4]=[CH:5][CH:6]=2)=[CH:49][C:44]=1[C@@:34]12[N:33]=[C:32]([NH2:24])[S:41][CH2:40][C@@H:39]1[CH2:38][C@H:37]([CH2:42][F:43])[O:36][CH2:35]2. (6) Given the reactants [Br:1][C:2]1[CH:7]=[C:6]([F:8])[CH:5]=[CH:4][C:3]=1[CH2:9][C:10](O)=[O:11], predict the reaction product. The product is: [Br:1][C:2]1[CH:7]=[C:6]([F:8])[CH:5]=[CH:4][C:3]=1[CH2:9][CH2:10][OH:11].